From a dataset of Reaction yield outcomes from USPTO patents with 853,638 reactions. Predict the reaction yield, written as a fraction of the theoretical maximum amount of product (1.0 means a 100% yield; for example, 0.34 means a 34% yield). (1) The reactants are [CH3:1][O:2][C:3]1[C:12]([NH:13][C:14](=[O:18])OCC)=[N:11][C:10]2[C:5](=[CH:6][CH:7]=[C:8]([O:19][CH3:20])[CH:9]=2)[N:4]=1.[CH3:21][O:22][C:23]1[CH:24]=[C:25]([N:31]2[CH2:36][CH2:35][NH:34][CH2:33][CH2:32]2)[CH:26]=[C:27]([O:29][CH3:30])[CH:28]=1. No catalyst specified. The product is [CH3:1][O:2][C:3]1[C:12]([NH:13][C:14]([N:34]2[CH2:33][CH2:32][N:31]([C:25]3[CH:24]=[C:23]([O:22][CH3:21])[CH:28]=[C:27]([O:29][CH3:30])[CH:26]=3)[CH2:36][CH2:35]2)=[O:18])=[N:11][C:10]2[C:5](=[CH:6][CH:7]=[C:8]([O:19][CH3:20])[CH:9]=2)[N:4]=1. The yield is 0.810. (2) The reactants are CC(C[AlH]CC(C)C)C.[Cl:10][C:11]1[CH:16]=[CH:15][CH:14]=[CH:13][C:12]=1[N:17]1[C:21]([C:22]2[S:23][C:24]([C:27]3[CH:32]=[CH:31][CH:30]=[C:29]([S:33]([CH3:36])(=[O:35])=[O:34])[CH:28]=3)=[CH:25][CH:26]=2)=[CH:20][C:19]([C:37]([CH3:41])([CH3:40])[C:38]#[N:39])=[N:18]1.[C@H](O)(C([O-])=O)[C@@H](O)C([O-])=O.[Na+].[K+]. The catalyst is C(Cl)Cl. The product is [Cl:10][C:11]1[CH:16]=[CH:15][CH:14]=[CH:13][C:12]=1[N:17]1[C:21]([C:22]2[S:23][C:24]([C:27]3[CH:32]=[CH:31][CH:30]=[C:29]([S:33]([CH3:36])(=[O:34])=[O:35])[CH:28]=3)=[CH:25][CH:26]=2)=[CH:20][C:19]([C:37]([CH3:41])([CH3:40])[CH2:38][NH2:39])=[N:18]1. The yield is 0.760. (3) The reactants are Br[CH2:2][CH2:3][CH2:4][O:5][C:6]1[CH:11]=[C:10]([N+:12]([O-:14])=[O:13])[CH:9]=[CH:8][C:7]=1[Cl:15].[C:16]1([N:22]2[CH2:27][CH2:26][NH:25][CH2:24][CH2:23]2)[CH:21]=[CH:20][CH:19]=[CH:18][CH:17]=1.C(=O)([O-])[O-].[K+].[K+].O. The catalyst is CN(C=O)C. The product is [Cl:15][C:7]1[CH:8]=[CH:9][C:10]([N+:12]([O-:14])=[O:13])=[CH:11][C:6]=1[O:5][CH2:4][CH2:3][CH2:2][N:25]1[CH2:26][CH2:27][N:22]([C:16]2[CH:21]=[CH:20][CH:19]=[CH:18][CH:17]=2)[CH2:23][CH2:24]1. The yield is 0.780. (4) The reactants are [CH2:1]([CH:3]([CH2:6][CH3:7])[CH2:4][OH:5])[CH3:2].[H-].[Na+].[NH2:10][C:11]1[CH:18]=[CH:17][CH:16]=[C:15](F)[C:12]=1[C:13]#[N:14]. The catalyst is C1COCC1. The product is [NH2:10][C:11]1[CH:18]=[CH:17][CH:16]=[C:15]([O:5][CH2:4][CH:3]([CH2:6][CH3:7])[CH2:1][CH3:2])[C:12]=1[C:13]#[N:14]. The yield is 0.590. (5) The reactants are C(OC([NH:11][CH:12]([CH2:23][CH2:24][P:25]([O:29][C:30]1[CH:35]=[CH:34][C:33]([C:36]([O:38]CC2C=CC=CC=2)=[O:37])=[CH:32][CH:31]=1)([O:27][CH3:28])=[O:26])[C:13]([O:15]CC1C=CC=CC=1)=[O:14])=O)C1C=CC=CC=1.[H][H]. The catalyst is C(O)(=O)C.O.[C].[Pd]. The product is [NH2:11][CH:12]([CH2:23][CH2:24][P:25]([O:29][C:30]1[CH:31]=[CH:32][C:33]([C:36]([OH:38])=[O:37])=[CH:34][CH:35]=1)([O:27][CH3:28])=[O:26])[C:13]([OH:15])=[O:14]. The yield is 0.890. (6) The reactants are C1(P(C2C=CC=CC=2)C2C=CC=CC=2)C=CC=CC=1.[N:20]1([CH:25](O)[CH3:26])[CH2:24][CH2:23][CH2:22][CH2:21]1.CCOC(/N=N/C(OCC)=O)=O.O1CCCCC1[N:46]1[C:54]2[C:49](=[CH:50][C:51]([C:55]3[N:59]=[CH:58][N:57](C(C4C=CC=CC=4)(C4C=CC=CC=4)C4C=CC=CC=4)[N:56]=3)=[CH:52][CH:53]=2)[C:48]([C:79]2[CH:80]=[C:81]([OH:85])[CH:82]=[CH:83][CH:84]=2)=[N:47]1.Cl. The catalyst is O1CCCC1. The product is [NH:56]1[C:55]([C:51]2[CH:50]=[C:49]3[C:54](=[CH:53][CH:52]=2)[NH:46][N:47]=[C:48]3[C:79]2[CH:84]=[CH:83][CH:82]=[C:81]([O:85][CH2:26][CH2:25][N:20]3[CH2:24][CH2:23][CH2:22][CH2:21]3)[CH:80]=2)=[N:59][CH:58]=[N:57]1. The yield is 0.460. (7) The reactants are [C:1]([O:5][C:6](=[O:35])[NH:7][CH:8]([CH:29]1[CH2:34][CH2:33][CH2:32][CH2:31][CH2:30]1)[C:9]([N:11]1[CH2:15][CH2:14][CH:13]2[NH:16][CH2:17][CH:18]([C:19]3[C:27]4[C:22](=[CH:23][C:24]([F:28])=[CH:25][CH:26]=4)[NH:21][CH:20]=3)[CH:12]12)=[O:10])([CH3:4])([CH3:3])[CH3:2].Cl[C:37]([O:39][CH2:40]C)=[O:38]. The catalyst is C(Cl)Cl. The product is [CH3:40][O:39][C:37]([N:16]1[CH2:17][CH:18]([C:19]2[C:27]3[C:22](=[CH:23][C:24]([F:28])=[CH:25][CH:26]=3)[NH:21][CH:20]=2)[CH:12]2[N:11]([C:9](=[O:10])[CH:8]([NH:7][C:6]([O:5][C:1]([CH3:4])([CH3:2])[CH3:3])=[O:35])[CH:29]3[CH2:30][CH2:31][CH2:32][CH2:33][CH2:34]3)[CH2:15][CH2:14][CH:13]12)=[O:38]. The yield is 0.880.